This data is from Full USPTO retrosynthesis dataset with 1.9M reactions from patents (1976-2016). The task is: Predict the reactants needed to synthesize the given product. (1) Given the product [Cl:32][C:18]1[CH:19]=[C:20]2[C:25](=[CH:26][C:17]=1[O:16][C:15]1[CH:33]=[CH:34][C:12]([C:10](=[O:11])[NH:9][C:4]3[CH:3]=[C:2]([C:39]4[CH:40]=[CH:41][C:36]([Cl:35])=[CH:37][CH:38]=4)[C:7]([F:8])=[CH:6][CH:5]=3)=[CH:13][CH:14]=1)[O:24][CH2:23][CH2:22][CH:21]2[C:27]([O:29][CH2:30][CH3:31])=[O:28], predict the reactants needed to synthesize it. The reactants are: Br[C:2]1[CH:3]=[C:4]([NH:9][C:10]([C:12]2[CH:34]=[CH:33][C:15]([O:16][C:17]3[CH:26]=[C:25]4[C:20]([CH:21]([C:27]([O:29][CH2:30][CH3:31])=[O:28])[CH2:22][CH2:23][O:24]4)=[CH:19][C:18]=3[Cl:32])=[CH:14][CH:13]=2)=[O:11])[CH:5]=[CH:6][C:7]=1[F:8].[Cl:35][C:36]1[CH:41]=[CH:40][C:39](B(O)O)=[CH:38][CH:37]=1.C([O-])([O-])=O.[Na+].[Na+].O. (2) Given the product [CH3:34][N:35]([CH3:36])[C:2]1[N:7]=[CH:6][C:5]([S:8]([N:11]2[CH2:20][CH2:19][C:18]3[C@:13]([CH2:31][O:32][CH3:33])([CH2:14][C:15]4[CH:23]=[N:22][N:21]([C:24]5[CH:29]=[CH:28][C:27]([F:30])=[CH:26][CH:25]=5)[C:16]=4[CH:17]=3)[CH2:12]2)(=[O:10])=[O:9])=[CH:4][CH:3]=1, predict the reactants needed to synthesize it. The reactants are: Cl[C:2]1[N:7]=[CH:6][C:5]([S:8]([N:11]2[CH2:20][CH2:19][C:18]3[C@:13]([CH2:31][O:32][CH3:33])([CH2:14][C:15]4[CH:23]=[N:22][N:21]([C:24]5[CH:29]=[CH:28][C:27]([F:30])=[CH:26][CH:25]=5)[C:16]=4[CH:17]=3)[CH2:12]2)(=[O:10])=[O:9])=[CH:4][CH:3]=1.[CH3:34][NH:35][CH3:36]. (3) Given the product [NH2:13][C:11]1[NH:20][N:19]=[C:9]([NH:8][C:4]2[CH:5]=[CH:6][CH:7]=[C:2]([Cl:1])[CH:3]=2)[C:10]=1[C:14]([NH2:15])=[O:18], predict the reactants needed to synthesize it. The reactants are: [Cl:1][C:2]1[CH:3]=[C:4]([NH:8][C:9](SC)=[C:10]([C:14]#[N:15])[C:11]([NH2:13])=O)[CH:5]=[CH:6][CH:7]=1.[OH2:18].[NH2:19][NH2:20]. (4) Given the product [Br:1][C:2]1[CH:3]=[C:4]2[C:9](=[CH:10][CH:11]=1)[N:8]=[CH:7][C:6]([C:12](=[O:14])[CH3:13])=[C:5]2[NH:23][C:22]1[CH:24]=[CH:25][CH:26]=[C:20]([CH2:19][CH2:18][N:17]([CH3:16])[CH3:27])[CH:21]=1, predict the reactants needed to synthesize it. The reactants are: [Br:1][C:2]1[CH:3]=[C:4]2[C:9](=[CH:10][CH:11]=1)[N:8]=[CH:7][C:6]([C:12](=[O:14])[CH3:13])=[C:5]2Cl.[CH3:16][N:17]([CH3:27])[CH2:18][CH2:19][C:20]1[CH:21]=[C:22]([CH:24]=[CH:25][CH:26]=1)[NH2:23]. (5) Given the product [CH3:37][O:38][C:39]1[CH:40]=[C:41]([CH:44]=[CH:45][C:46]=1[N:47]1[CH:51]=[C:50]([CH3:52])[N:49]=[CH:48]1)/[CH:42]=[C:17]1\[CH2:18][CH2:19][C@@H:20]2[N:25]([C:26]\1=[O:27])[C@H:24]([C:28]1[CH:29]=[C:30]([F:36])[C:31]([F:35])=[C:32]([F:34])[CH:33]=1)[CH2:23][O:22][CH2:21]2, predict the reactants needed to synthesize it. The reactants are: O.[OH-].[Li+].O1CCCC1.C(OP([CH:17]1[C:26](=[O:27])[N:25]2[C@H:20]([CH2:21][O:22][CH2:23][C@H:24]2[C:28]2[CH:33]=[C:32]([F:34])[C:31]([F:35])=[C:30]([F:36])[CH:29]=2)[CH2:19][CH2:18]1)(=O)OCC)C.[CH3:37][O:38][C:39]1[CH:40]=[C:41]([CH:44]=[CH:45][C:46]=1[N:47]1[CH:51]=[C:50]([CH3:52])[N:49]=[CH:48]1)[CH:42]=O. (6) Given the product [Br:8][C:6]1[CH:5]=[N:4][CH:3]=[C:2]([N:15]2[CH2:19][CH2:18][CH2:17][CH2:16]2)[CH:7]=1, predict the reactants needed to synthesize it. The reactants are: Br[C:2]1[CH:3]=[N:4][CH:5]=[C:6]([Br:8])[CH:7]=1.CC(C)([O-])C.[Na+].[NH:15]1[CH2:19][CH2:18][CH2:17][CH2:16]1. (7) Given the product [F:1][C:2]1[CH:19]=[CH:18][C:5]([N:6]([CH3:17])[S:7]([C:10]2[CH:15]=[CH:14][C:13]([CH3:16])=[CH:12][CH:11]=2)(=[O:9])=[O:8])=[C:4]([N+:20]([O-:22])=[O:21])[CH:3]=1, predict the reactants needed to synthesize it. The reactants are: [F:1][C:2]1[CH:19]=[CH:18][C:5]([N:6]([CH3:17])[S:7]([C:10]2[CH:15]=[CH:14][C:13]([CH3:16])=[CH:12][CH:11]=2)(=[O:9])=[O:8])=[CH:4][CH:3]=1.[N+:20]([O-])([OH:22])=[O:21].O.C(OCC)C. (8) Given the product [F:1][C:2]1[CH:8]=[CH:7][CH:6]=[CH:5][C:3]=1[NH:4][C:11](=[O:13])[CH2:10][C:9]([NH:4][C:3]1[CH:5]=[CH:6][CH:7]=[CH:8][C:2]=1[F:1])=[O:17], predict the reactants needed to synthesize it. The reactants are: [F:1][C:2]1[CH:8]=[CH:7][CH:6]=[CH:5][C:3]=1[NH2:4].[C:9]([O:17]CC)(=O)[CH2:10][C:11]([O:13]CC)=O.